From a dataset of Reaction yield outcomes from USPTO patents with 853,638 reactions. Predict the reaction yield, written as a fraction of the theoretical maximum amount of product (1.0 means a 100% yield; for example, 0.34 means a 34% yield). (1) The reactants are Cl[S:2]([C:5]1[CH:6]=[C:7]([CH:11]=[CH:12][CH:13]=1)[C:8]([OH:10])=[O:9])(=[O:4])=[O:3].[OH-].[NH4+:15]. No catalyst specified. The product is [NH2:15][S:2]([C:5]1[CH:6]=[C:7]([CH:11]=[CH:12][CH:13]=1)[C:8]([OH:10])=[O:9])(=[O:4])=[O:3]. The yield is 0.960. (2) The reactants are [Si]([O:8][CH2:9][CH2:10][N:11]([C:22]1[CH:23]=[C:24]2[C:28](=[C:29]([CH:31]3[CH2:33][CH2:32]3)[CH:30]=1)[N:27]([C:34]1[CH:35]=[N:36][C:37]([CH3:40])=[CH:38][CH:39]=1)[CH:26]=[CH:25]2)[C:12]([C:14]1[C:15]([Cl:21])=[N:16][CH:17]=[N:18][C:19]=1[Cl:20])=[O:13])(C(C)(C)C)(C)C.Cl. No catalyst specified. The product is [Cl:20][C:19]1[C:14]([C:12]([N:11]([C:22]2[CH:23]=[C:24]3[C:28](=[C:29]([CH:31]4[CH2:33][CH2:32]4)[CH:30]=2)[N:27]([C:34]2[CH:35]=[N:36][C:37]([CH3:40])=[CH:38][CH:39]=2)[CH:26]=[CH:25]3)[CH2:10][CH2:9][OH:8])=[O:13])=[C:15]([Cl:21])[N:16]=[CH:17][N:18]=1. The yield is 0.860. (3) The reactants are [CH3:1][O:2][CH2:3][C@H:4]([CH3:31])[O:5][C:6]1[CH:7]=[C:8]([C:23]2[NH:27][C:26]([C:28](O)=[O:29])=[CH:25][CH:24]=2)[CH:9]=[C:10]([O:12][Si:13]([CH:20]([CH3:22])[CH3:21])([CH:17]([CH3:19])[CH3:18])[CH:14]([CH3:16])[CH3:15])[CH:11]=1.[NH2:32][CH2:33][C@H:34]([OH:36])[CH3:35].[Cl-].COC1N=C(OC)N=C([N+]2(C)CCOCC2)N=1. The catalyst is CO. The product is [OH:36][C@H:34]([CH3:35])[CH2:33][NH:32][C:28]([C:26]1[NH:27][C:23]([C:8]2[CH:9]=[C:10]([O:12][Si:13]([CH:14]([CH3:15])[CH3:16])([CH:20]([CH3:22])[CH3:21])[CH:17]([CH3:18])[CH3:19])[CH:11]=[C:6]([O:5][C@@H:4]([CH3:31])[CH2:3][O:2][CH3:1])[CH:7]=2)=[CH:24][CH:25]=1)=[O:29]. The yield is 0.840. (4) The product is [Cl:32][CH2:33][C:34]1[N:36]=[C:5]([C:4]2[CH:8]=[CH:9][CH:10]=[C:2]([F:1])[CH:3]=2)[O:7][N:35]=1. The reactants are [F:1][C:2]1[CH:3]=[C:4]([CH:8]=[CH:9][CH:10]=1)[C:5]([OH:7])=O.CCN=C=NCCCN(C)C.C1C=CC2N(O)N=NC=2C=1.[Cl:32][CH2:33][C:34]([NH:36]O)=[NH:35]. The catalyst is C(OCC)(=O)C.CN(C=O)C. The yield is 0.350.